Dataset: Forward reaction prediction with 1.9M reactions from USPTO patents (1976-2016). Task: Predict the product of the given reaction. Given the reactants [C:1]([C:5]1[CH:9]=[C:8]([NH:10][C:11]([NH:13][C@@H:14]2[C:23]3[C:18](=[CH:19][CH:20]=[CH:21][CH:22]=3)[C@H:17]([O:24][C:25]3[CH:26]=[CH:27][C:28]4[N:29]([C:31]([N:34]5[CH2:39][CH2:38][CH2:37][CH2:36][C@@H:35]5[CH3:40])=[N:32][N:33]=4)[CH:30]=3)[CH2:16][CH2:15]2)=[O:12])[N:7]([C:41]2[CH:42]=[CH:43][C:44]([CH2:55][O:56][Si:57]([CH:64]([CH3:66])[CH3:65])([CH:61]([CH3:63])[CH3:62])[CH:58]([CH3:60])[CH3:59])=[C:45]([CH:54]=2)[O:46][CH2:47][CH2:48]OS(C)(=O)=O)[N:6]=1)([CH3:4])([CH3:3])[CH3:2].[CH3:67][NH:68][CH3:69], predict the reaction product. The product is: [C:1]([C:5]1[CH:9]=[C:8]([NH:10][C:11]([NH:13][C@@H:14]2[C:23]3[C:18](=[CH:19][CH:20]=[CH:21][CH:22]=3)[C@H:17]([O:24][C:25]3[CH:26]=[CH:27][C:28]4[N:29]([C:31]([N:34]5[CH2:39][CH2:38][CH2:37][CH2:36][C@@H:35]5[CH3:40])=[N:32][N:33]=4)[CH:30]=3)[CH2:16][CH2:15]2)=[O:12])[N:7]([C:41]2[CH:42]=[CH:43][C:44]([CH2:55][O:56][Si:57]([CH:58]([CH3:59])[CH3:60])([CH:64]([CH3:65])[CH3:66])[CH:61]([CH3:63])[CH3:62])=[C:45]([O:46][CH2:47][CH2:48][N:68]([CH3:69])[CH3:67])[CH:54]=2)[N:6]=1)([CH3:2])([CH3:4])[CH3:3].